This data is from Full USPTO retrosynthesis dataset with 1.9M reactions from patents (1976-2016). The task is: Predict the reactants needed to synthesize the given product. (1) Given the product [C:44]([C:43]1[CH:38]=[C:37]([C:36]#[C:35][C:33]2[C:32]([C:47]([F:48])([F:50])[F:49])=[CH:31][N:30]=[C:29]([NH:28][C:25]3[CH:26]=[CH:27][C:22]([N:19]4[CH2:20][CH2:21][N:16]([C:13]([O:15][C:3]([CH3:4])([CH3:11])[CH3:1])=[O:81])[CH2:17][CH2:18]4)=[CH:23][CH:24]=3)[N:34]=2)[CH:42]=[CH:41][C:40]=1[CH3:39])(=[O:45])[NH2:46], predict the reactants needed to synthesize it. The reactants are: [C:1]([C:3]1[CH:4]=[CH:4][C:3]([CH3:1])=[C:11]([CH:11]=1)C(N)=O)#C.[C:13]([N:16]1[CH2:21][CH2:20][N:19]([C:22]2[CH:27]=[CH:26][C:25]([NH:28][C:29]3[N:34]=[C:33]([CH2:35][CH2:36][C:37]4[CH:42]=[CH:41][CH:40]=[CH:39][C:38]=4[CH2:43][C:44]([NH2:46])=[O:45])[C:32]([C:47]([F:50])([F:49])[F:48])=[CH:31][N:30]=3)=[CH:24][CH:23]=2)[CH2:18][CH2:17]1)(=[O:15])C.C1(P(C2C=CC=CC=2)C2C=CC=CC=2)C=CC=CC=1.C(N(CC)CC)C.CN(C=[O:81])C. (2) Given the product [C:1]([C:3]1[CH:4]=[C:5]([S:10]([NH:14][C:15]2[S:16][CH:17]=[N:18][N:19]=2)(=[O:12])=[O:11])[CH:6]=[CH:7][C:8]=1[F:9])#[N:2], predict the reactants needed to synthesize it. The reactants are: [C:1]([C:3]1[CH:4]=[C:5]([S:10](Cl)(=[O:12])=[O:11])[CH:6]=[CH:7][C:8]=1[F:9])#[N:2].[NH2:14][C:15]1[S:16][CH:17]=[N:18][N:19]=1.N1C=CC=CC=1. (3) Given the product [C:1]([CH2:5][C:6]([O:8][CH2:9][CH2:10][C:14]#[N:15])=[O:7])(=[O:4])[CH2:2][CH3:3], predict the reactants needed to synthesize it. The reactants are: [C:1]([CH2:5][C:6]([O:8][CH2:9][CH3:10])=[O:7])(=[O:4])[CH2:2][CH3:3].OCC[C:14]#[N:15]. (4) Given the product [CH2:22]([NH:23][C:13]([CH:9]1[N:8]([S:44]([C:41]2[CH:42]=[CH:43][C:38]([C:34]([CH3:37])([CH3:36])[CH3:35])=[CH:39][CH:40]=2)(=[O:46])=[O:45])[CH2:12][CH2:11][S:10]1)=[O:15])[C:25]1[CH:26]=[CH:27][CH:28]=[CH:29][CH:30]=1, predict the reactants needed to synthesize it. The reactants are: C(OC([N:8]1[CH2:12][CH2:11][S:10][CH:9]1[C:13]([OH:15])=O)=O)(C)(C)C.C1C=CC(/[C:22](/[C:25]2[CH:30]=[CH:29][C:28]([N+]([O-])=O)=[CH:27][CH:26]=2)=[N:23]/O)=CC=1.[C:34]([C:38]1[CH:43]=[CH:42][C:41]([S:44](Cl)(=[O:46])=[O:45])=[CH:40][CH:39]=1)([CH3:37])([CH3:36])[CH3:35].C(N)C1C=CC=CC=1. (5) Given the product [C:1]([Si:5]([CH3:7])([CH3:6])[O:20][CH2:19][C@H:17]1[CH2:16][O:18]1)([CH3:4])([CH3:3])[CH3:2], predict the reactants needed to synthesize it. The reactants are: [C:1]([Si:5](Cl)([CH3:7])[CH3:6])([CH3:4])([CH3:3])[CH3:2].CCN(CC)CC.[CH2:16]1[O:18][C@H:17]1[CH2:19][OH:20]. (6) Given the product [Br:8][C:6]1[CH:7]=[C:2]([NH:1][S:18]([C:12]2[CH:13]=[C:14]([CH3:17])[CH:15]=[CH:16][C:11]=2[CH3:10])(=[O:20])=[O:19])[C:3]([Cl:9])=[N:4][CH:5]=1, predict the reactants needed to synthesize it. The reactants are: [NH2:1][C:2]1[C:3]([Cl:9])=[N:4][CH:5]=[C:6]([Br:8])[CH:7]=1.[CH3:10][C:11]1[CH:16]=[CH:15][C:14]([CH3:17])=[CH:13][C:12]=1[S:18](Cl)(=[O:20])=[O:19]. (7) Given the product [F:1][C:2]1[CH:3]=[CH:4][C:5]([C:8]2[C:9]3[CH:25]=[CH:24][C:23]([OH:26])=[CH:22][C:10]=3[S:11][C:12]=2[O:13][C:14]2[CH:15]=[CH:16][C:17]([OH:20])=[CH:18][CH:19]=2)=[CH:6][CH:7]=1, predict the reactants needed to synthesize it. The reactants are: [F:1][C:2]1[CH:7]=[CH:6][C:5]([C:8]2[C:9]3[CH:25]=[CH:24][C:23]([O:26]C)=[CH:22][C:10]=3[S:11][C:12]=2[O:13][C:14]2[CH:19]=[CH:18][C:17]([O:20]C)=[CH:16][CH:15]=2)=[CH:4][CH:3]=1.B(Br)(Br)Br. (8) Given the product [OH:8][CH2:9][C:10]1[N:11]([CH2:39][C:37]2[CH:36]=[CH:34][N:35]=[CH:41][CH:38]=2)[C:12]([S:18][C:19]2[CH:20]=[C:21]([OH:25])[CH:22]=[CH:23][CH:24]=2)=[C:13]([CH:15]([CH3:16])[CH3:17])[N:14]=1, predict the reactants needed to synthesize it. The reactants are: C([O:8][CH2:9][C:10]1[NH:11][C:12]([S:18][C:19]2[CH:24]=[CH:23][CH:22]=[C:21]([O:25]C)[CH:20]=2)=[C:13]([CH:15]([CH3:17])[CH3:16])[N:14]=1)C1C=CC=CC=1.Cl.C(OC(=O)[C@H:34]([CH2:36][CH:37]([CH3:39])[CH3:38])[NH2:35])CCC.[CH:41](N(C(C)C)CC)(C)C.C1(P(C2C=CC=CC=2)C2C=CC=CC=2)C=CC=CC=1.